This data is from Peptide-MHC class I binding affinity with 185,985 pairs from IEDB/IMGT. The task is: Regression. Given a peptide amino acid sequence and an MHC pseudo amino acid sequence, predict their binding affinity value. This is MHC class I binding data. (1) The peptide sequence is TSSTCMMCY. The MHC is HLA-A29:02 with pseudo-sequence HLA-A29:02. The binding affinity (normalized) is 0.645. (2) The peptide sequence is ITTAAPTSA. The MHC is Mamu-A01 with pseudo-sequence Mamu-A01. The binding affinity (normalized) is 0.539.